Predict the product of the given reaction. From a dataset of Forward reaction prediction with 1.9M reactions from USPTO patents (1976-2016). (1) Given the reactants [C:1]([C:5]1[CH:6]=[C:7]([NH2:14])[C:8]([O:12][CH3:13])=[C:9]([NH2:11])[CH:10]=1)([CH3:4])([CH3:3])[CH3:2].C(N(CC)CC)C.[CH3:22][S:23](Cl)(=[O:25])=[O:24].C(=O)(O)[O-].[Na+], predict the reaction product. The product is: [NH2:14][C:7]1[C:8]([O:12][CH3:13])=[C:9]([NH:11][S:23]([CH3:22])(=[O:25])=[O:24])[CH:10]=[C:5]([C:1]([CH3:4])([CH3:2])[CH3:3])[CH:6]=1. (2) Given the reactants [C:1]([C:3]1([NH:16][C:17]2[CH:22]=[CH:21][C:20]([I:23])=[CH:19][CH:18]=2)[CH2:8][CH2:7][N:6]([C:9]([O:11][C:12]([CH3:15])([CH3:14])[CH3:13])=[O:10])[CH2:5][CH2:4]1)#[N:2].ClC(Cl)(Cl)[C:26]([N:28]=C=O)=[O:27].C(N(CC)CC)C.CO, predict the reaction product. The product is: [NH:2]=[C:1]1[C:3]2([CH2:8][CH2:7][N:6]([C:9]([O:11][C:12]([CH3:15])([CH3:14])[CH3:13])=[O:10])[CH2:5][CH2:4]2)[N:16]([C:17]2[CH:18]=[CH:19][C:20]([I:23])=[CH:21][CH:22]=2)[C:26](=[O:27])[NH:28]1. (3) Given the reactants [N+:1]([C:4]1[CH:9]=[CH:8][C:7](/[C:10](/[C:15]2[CH:20]=[CH:19][CH:18]=[CH:17][CH:16]=2)=[CH:11]/[C:12](O)=[O:13])=[CH:6][CH:5]=1)([O-:3])=[O:2].B.C1COCC1.Cl.CCOC(C)=O.CCCCCC, predict the reaction product. The product is: [N+:1]([C:4]1[CH:5]=[CH:6][C:7](/[C:10](/[C:15]2[CH:16]=[CH:17][CH:18]=[CH:19][CH:20]=2)=[CH:11]/[CH2:12][OH:13])=[CH:8][CH:9]=1)([O-:3])=[O:2]. (4) Given the reactants [C:1]([C:3]1[CH:4]=[N:5][CH:6]=[CH:7][CH:8]=1)#[N:2].[Na+].[Cl-].P([O-])([O-])([O-])=[O:12].[K+].[K+].[K+], predict the reaction product. The product is: [C:1]([NH2:2])(=[O:12])[C:3]1[CH:8]=[CH:7][CH:6]=[N:5][CH:4]=1. (5) Given the reactants [NH3:1].[CH2:2]([O:4][C:5]([C:7]1[C:8]2[S:16][CH:15]=[C:14]([CH2:17][O:18][C:19]3[CH:24]=[CH:23][CH:22]=[C:21]([O:25][CH2:26][C:27]4[CH:32]=[CH:31][C:30]([Cl:33])=[CH:29][CH:28]=4)[CH:20]=3)[C:9]=2[C:10](Cl)=[N:11][CH:12]=1)=[O:6])[CH3:3], predict the reaction product. The product is: [CH2:2]([O:4][C:5]([C:7]1[C:8]2[S:16][CH:15]=[C:14]([CH2:17][O:18][C:19]3[CH:24]=[CH:23][CH:22]=[C:21]([O:25][CH2:26][C:27]4[CH:32]=[CH:31][C:30]([Cl:33])=[CH:29][CH:28]=4)[CH:20]=3)[C:9]=2[C:10]([NH2:1])=[N:11][CH:12]=1)=[O:6])[CH3:3]. (6) Given the reactants [C:1](=[O:10])([O:3][C:4]1[CH:9]=[CH:8][CH:7]=[CH:6][CH:5]=1)[NH2:2].CN(CCN(C)C)C.[Li]C(CC)C.[CH3:24][Si:25](Cl)([CH3:27])[CH3:26], predict the reaction product. The product is: [C:1](=[O:10])([O:3][C:4]1[CH:9]=[CH:8][CH:7]=[CH:6][C:5]=1[Si:25]([CH3:27])([CH3:26])[CH3:24])[NH2:2]. (7) Given the reactants O=[C:2]([CH3:8])[CH2:3][C:4]([O:6][CH3:7])=[O:5].C(OC(=O)C)(=O)C.[Cl:16][C:17]1[CH:18]=[C:19]2[C:24](=[CH:25][CH:26]=1)[N+:23]([O-])=CC=[CH:20]2.Cl, predict the reaction product. The product is: [Cl:16][C:17]1[CH:18]=[C:19]2[C:24](=[CH:25][CH:26]=1)[N:23]=[C:2]([CH2:3][C:4]([O:6][CH3:7])=[O:5])[CH:8]=[CH:20]2.